This data is from Drug-target binding data from BindingDB using Ki measurements. The task is: Regression. Given a target protein amino acid sequence and a drug SMILES string, predict the binding affinity score between them. We predict pKi (pKi = -log10(Ki in M); higher means stronger inhibition). Dataset: bindingdb_ki. (1) The small molecule is O=C1CP(O)(O)=CC(C(=O)O)N1. The pKi is 5.4. The target protein (P27708) has sequence MAALVLEDGSVLRGQPFGAAVSTAGEVVFQTGMVGYPEALTDPSYKAQILVLTYPLIGNYGIPPDEMDEFGLCKWFESSGIHVAALVVGECCPTPSHWSATRTLHEWLQQHGIPGLQGVDTRELTKKLREQGSLLGKLVQNGTEPSSLPFLDPNARPLVPEVSIKTPRVFNTGGAPRILALDCGLKYNQIRCLCQRGAEVTVVPWDHALDSQEYEGLFLSNGPGDPASYPSVVSTLSRVLSEPNPRPVFGICLGHQLLALAIGAKTYKMRYGNRGHNQPCLLVGSGRCFLTSQNHGFAVETDSLPADWAPLFTNANDGSNEGIVHNSLPFFSVQFHPEHQAGPSDMELLFDIFLETVKEATAGNPGGQTVRERLTERLCPPGIPTPGSGLPPPRKVLILGSGGLSIGQAGEFDYSGSQAIKALKEENIQTLLINPNIATVQTSQGLADKVYFLPITPHYVTQVIRNERPDGVLLTFGGQTALNCGVELTKAGVLARYGVR.... (2) The pKi is 5.3. The compound is CC1COc2c(N3CCN(C)CC3)c(F)cc3c(=O)c(C(=O)O)cn1c23. The target protein (Q02880) has sequence MAKSGGCGAGAGVGGGNGALTWVTLFDQNNAAKKEESETANKNDSSKKLSVERVYQKKTQLEHILLRPDTYIGSVEPLTQFMWVYDEDVGMNCREVTFVPGLYKIFDEILVNAADNKQRDKNMTCIKVSIDPESNIISIWNNGKGIPVVEHKVEKVYVPALIFGQLLTSSNYDDDEKKVTGGRNGYGAKLCNIFSTKFTVETACKEYKHSFKQTWMNNMMKTSEAKIKHFDGEDYTCITFQPDLSKFKMEKLDKDIVALMTRRAYDLAGSCRGVKVMFNGKKLPVNGFRSYVDLYVKDKLDETGVALKVIHELANERWDVCLTLSEKGFQQISFVNSIATTKGGRHVDYVVDQVVGKLIEVVKKKNKAGVSVKPFQVKNHIWVFINCLIENPTFDSQTKENMTLQPKSFGSKCQLSEKFFKAASNCGIVESILNWVKFKAQTQLNKKCSSVKYSKIKGIPKLDDANDAGGKHSLECTLILTEGDSAKSLAVSGLGVIGRD....